This data is from Full USPTO retrosynthesis dataset with 1.9M reactions from patents (1976-2016). The task is: Predict the reactants needed to synthesize the given product. (1) Given the product [CH3:18][O:17][C:15]([CH2:14][O:13][C:6]1[C:7]2[C:12](=[CH:11][CH:10]=[CH:9][CH:8]=2)[C:3]([C:1]([OH:19])=[O:2])=[CH:4][CH:5]=1)=[O:16], predict the reactants needed to synthesize it. The reactants are: [CH:1]([C:3]1[C:12]2[C:7](=[CH:8][CH:9]=[CH:10][CH:11]=2)[C:6]([O:13][CH2:14][C:15]([O:17][CH3:18])=[O:16])=[CH:5][CH:4]=1)=[O:2].[O-:19]Cl=O.[Na+]. (2) Given the product [O:7]=[C:2]1[CH2:3][CH2:4][CH2:5][CH2:6][N:1]1[C:20]([O:19][C:16]([CH3:18])([CH3:17])[CH3:15])=[O:21], predict the reactants needed to synthesize it. The reactants are: [NH:1]1[CH2:6][CH2:5][CH2:4][CH2:3][C:2]1=[O:7].CCN(CC)CC.[CH3:15][C:16]([O:19][C:20](O[C:20]([O:19][C:16]([CH3:18])([CH3:17])[CH3:15])=[O:21])=[O:21])([CH3:18])[CH3:17]. (3) Given the product [CH:1]1([NH:4][C:5]([C:7]2[N:8]=[N:9][N:10]3[C:16]4[CH:21]=[CH:20][C:19]([C:22]([NH:24][CH2:25][CH3:26])=[O:23])=[CH:18][C:17]=4[O:27][CH2:14][CH2:13][CH2:12][C:11]=23)=[O:6])[CH2:2][CH2:3]1, predict the reactants needed to synthesize it. The reactants are: [CH:1]1([NH:4][C:5]([C:7]2[N:8]=[N:9][N:10]([C:16]3[CH:21]=[CH:20][C:19]([C:22]([NH:24][CH2:25][CH3:26])=[O:23])=[CH:18][C:17]=3[OH:27])[C:11]=2[CH2:12][CH2:13][CH2:14]O)=[O:6])[CH2:3][CH2:2]1.C(P(CCCC)CCCC)CCC.C1CCN(C(N=NC(N2CCCCC2)=O)=O)CC1. (4) Given the product [CH3:1][N:2]([CH3:6])[CH2:3][CH2:4][NH:5][S:13]([C:11]1[S:12][C:8]([Cl:7])=[C:9]([N+:17]([O-:19])=[O:18])[CH:10]=1)(=[O:15])=[O:14], predict the reactants needed to synthesize it. The reactants are: [CH3:1][N:2]([CH3:6])[CH2:3][CH2:4][NH2:5].[Cl:7][C:8]1[S:12][C:11]([S:13](Cl)(=[O:15])=[O:14])=[CH:10][C:9]=1[N+:17]([O-:19])=[O:18].C(N(CC)CC)C. (5) Given the product [CH3:13][CH:12]([C:9]1[CH:8]=[CH:7][C:6]([CH2:5][OH:4])=[CH:11][CH:10]=1)[CH2:14][CH2:15][CH2:16][CH2:17][CH2:18][CH2:19][CH2:20][CH2:21][CH2:22][CH2:23][CH2:24][CH2:25][CH2:26][CH3:27], predict the reactants needed to synthesize it. The reactants are: C([O:4][CH2:5][C:6]1[CH:11]=[CH:10][C:9]([CH:12]([CH2:14][CH2:15][CH2:16][CH2:17][CH2:18][CH2:19][CH2:20][CH2:21][CH2:22][CH2:23][CH2:24][CH2:25][CH2:26][CH3:27])[CH3:13])=[CH:8][CH:7]=1)(=O)C.[OH-].[K+]. (6) Given the product [Br:1][C:2]1[CH:9]=[C:8]([N:10]([CH:12]([CH3:15])[CH2:13][Cl:27])[CH3:11])[C:7]([N+:16]([O-:18])=[O:17])=[CH:6][C:3]=1[C:4]#[N:5], predict the reactants needed to synthesize it. The reactants are: [Br:1][C:2]1[CH:9]=[C:8]([N:10]([CH:12]([CH3:15])[CH2:13]O)[CH3:11])[C:7]([N+:16]([O-:18])=[O:17])=[CH:6][C:3]=1[C:4]#[N:5].N1C=CC=CC=1.S(Cl)([Cl:27])=O. (7) Given the product [CH2:1]([N:3]([C:14]1[CH:15]=[C:16]([C:20]2[CH:25]=[CH:24][C:23]([CH2:26][CH2:27][C:28]([OH:30])=[O:29])=[CH:22][CH:21]=2)[CH:17]=[CH:18][CH:19]=1)[C:4]([NH:6][CH2:7][CH2:8][CH2:9][CH2:10][CH2:11][CH2:12][CH3:13])=[O:5])[CH3:2], predict the reactants needed to synthesize it. The reactants are: [CH2:1]([N:3]([C:14]1[CH:15]=[C:16]([C:20]2[CH:25]=[CH:24][C:23](/[CH:26]=[CH:27]/[C:28]([OH:30])=[O:29])=[CH:22][CH:21]=2)[CH:17]=[CH:18][CH:19]=1)[C:4]([NH:6][CH2:7][CH2:8][CH2:9][CH2:10][CH2:11][CH2:12][CH3:13])=[O:5])[CH3:2].CO.